Regression. Given two drug SMILES strings and cell line genomic features, predict the synergy score measuring deviation from expected non-interaction effect. From a dataset of NCI-60 drug combinations with 297,098 pairs across 59 cell lines. (1) Drug 1: C1C(C(OC1N2C=C(C(=O)NC2=O)F)CO)O. Drug 2: CC(C)CN1C=NC2=C1C3=CC=CC=C3N=C2N. Cell line: MALME-3M. Synergy scores: CSS=5.98, Synergy_ZIP=-1.71, Synergy_Bliss=0.956, Synergy_Loewe=-3.21, Synergy_HSA=-0.0247. (2) Synergy scores: CSS=3.57, Synergy_ZIP=0.110, Synergy_Bliss=1.46, Synergy_Loewe=0.465, Synergy_HSA=1.21. Drug 1: CC1=CC2C(CCC3(C2CCC3(C(=O)C)OC(=O)C)C)C4(C1=CC(=O)CC4)C. Drug 2: CC(C)(C#N)C1=CC(=CC(=C1)CN2C=NC=N2)C(C)(C)C#N. Cell line: NCI-H460. (3) Drug 1: CC1=CC=C(C=C1)C2=CC(=NN2C3=CC=C(C=C3)S(=O)(=O)N)C(F)(F)F. Drug 2: C1=NC2=C(N=C(N=C2N1C3C(C(C(O3)CO)O)O)F)N. Cell line: BT-549. Synergy scores: CSS=0.0680, Synergy_ZIP=-4.77, Synergy_Bliss=-3.24, Synergy_Loewe=-11.1, Synergy_HSA=-3.96. (4) Drug 1: CCC1=CC2CC(C3=C(CN(C2)C1)C4=CC=CC=C4N3)(C5=C(C=C6C(=C5)C78CCN9C7C(C=CC9)(C(C(C8N6C)(C(=O)OC)O)OC(=O)C)CC)OC)C(=O)OC.C(C(C(=O)O)O)(C(=O)O)O. Drug 2: CC(C)NC(=O)C1=CC=C(C=C1)CNNC.Cl. Cell line: LOX IMVI. Synergy scores: CSS=40.0, Synergy_ZIP=-7.20, Synergy_Bliss=-5.32, Synergy_Loewe=-11.0, Synergy_HSA=-0.685. (5) Drug 1: CC1=C(C=C(C=C1)NC2=NC=CC(=N2)N(C)C3=CC4=NN(C(=C4C=C3)C)C)S(=O)(=O)N.Cl. Drug 2: C1=CC(=C2C(=C1NCCNCCO)C(=O)C3=C(C=CC(=C3C2=O)O)O)NCCNCCO. Cell line: NCI-H522. Synergy scores: CSS=56.7, Synergy_ZIP=7.02, Synergy_Bliss=9.57, Synergy_Loewe=-35.2, Synergy_HSA=9.78.